Dataset: Full USPTO retrosynthesis dataset with 1.9M reactions from patents (1976-2016). Task: Predict the reactants needed to synthesize the given product. Given the product [CH:1](=[C:8]1[NH:12][C:11](=[O:13])[C:10]([N:14]=[O:15])=[C:9]1[NH:19][CH3:18])[C:2]1[CH:7]=[CH:6][CH:5]=[CH:4][CH:3]=1, predict the reactants needed to synthesize it. The reactants are: [CH:1](=[C:8]1[NH:12][C:11](=[O:13])[C:10]([N:14]=[O:15])=[C:9]1OC)[C:2]1[CH:7]=[CH:6][CH:5]=[CH:4][CH:3]=1.[CH3:18][NH2:19].